Dataset: Catalyst prediction with 721,799 reactions and 888 catalyst types from USPTO. Task: Predict which catalyst facilitates the given reaction. (1) Product: [CH2:15]([N:22]1[C:30]2[C:25](=[CH:26][CH:27]=[C:28]([N+:31]([O-:33])=[O:32])[CH:29]=2)[C:24]([C:34]([OH:45])([C:41]([F:44])([F:43])[F:42])[CH2:35][NH:36][C:37](=[O:40])[CH2:38][OH:2])=[CH:23]1)[C:16]1[CH:21]=[CH:20][CH:19]=[CH:18][CH:17]=1. The catalyst class is: 7. Reactant: C[O:2]C(=O)CC1C=CC(O)=CC=1.[H-].[Na+].[CH2:15]([N:22]1[C:30]2[C:25](=[CH:26][CH:27]=[C:28]([N+:31]([O-:33])=[O:32])[CH:29]=2)[C:24]([C:34]([OH:45])([C:41]([F:44])([F:43])[F:42])[CH2:35][NH:36][C:37](=[O:40])[CH2:38]Br)=[CH:23]1)[C:16]1[CH:21]=[CH:20][CH:19]=[CH:18][CH:17]=1.[Cl-].[NH4+]. (2) Reactant: [F:1][C:2]1[CH:3]=[CH:4][C:5]([OH:11])=[C:6]([C:8](=[O:10])[CH3:9])[CH:7]=1.[CH2:12]([O:14]C(=O)OCC)C.CC(C)([O-])C.[K+]. Product: [F:1][C:2]1[CH:7]=[C:6]2[C:5](=[CH:4][CH:3]=1)[O:11][C:12](=[O:14])[CH:9]=[C:8]2[OH:10]. The catalyst class is: 7. (3) Reactant: [F:1][C:2]1[C:3]([I:12])=[C:4]2[NH:10][N:9]=[C:8](N)[C:5]2=[N:6][CH:7]=1.CN(C=O)C.N(OC(C)(C)C)=O.I. Product: [F:1][C:2]1[C:3]([I:12])=[C:4]2[NH:10][N:9]=[CH:8][C:5]2=[N:6][CH:7]=1. The catalyst class is: 6. (4) Reactant: [F:1][C:2]1[CH:22]=[CH:21][C:5]([O:6][C:7]2[N:16]=[CH:15][C:14]([C:17]([F:20])([F:19])[F:18])=[CH:13][C:8]=2[C:9](OC)=[O:10])=[CH:4][CH:3]=1.[OH-:23].[Li+].Cl.[O:26]1[CH2:30][CH2:29][CH2:28][CH2:27]1. Product: [F:1][C:2]1[CH:3]=[CH:4][C:5]([O:6][C:7]2[C:8]([C:9]([NH:16][CH2:15][C:14]3[CH:13]=[CH:8][C:29]([C:30]([OH:26])=[O:23])=[CH:28][CH:27]=3)=[O:10])=[CH:13][C:14]([C:17]([F:20])([F:19])[F:18])=[CH:15][N:16]=2)=[CH:21][CH:22]=1. The catalyst class is: 38. (5) Reactant: [NH:1]1[C:9]2[C:4](=[CH:5][C:6]([NH:10][C:11]3[C:12]4[CH:19]=[C:18]([C:20]([O:22]CC)=[O:21])[NH:17][C:13]=4[N:14]=[CH:15][N:16]=3)=[CH:7][CH:8]=2)[CH:3]=[N:2]1.[OH-].[Na+]. Product: [NH:1]1[C:9]2[C:4](=[CH:5][C:6]([NH:10][C:11]3[C:12]4[CH:19]=[C:18]([C:20]([OH:22])=[O:21])[NH:17][C:13]=4[N:14]=[CH:15][N:16]=3)=[CH:7][CH:8]=2)[CH:3]=[N:2]1. The catalyst class is: 8.